Dataset: Catalyst prediction with 721,799 reactions and 888 catalyst types from USPTO. Task: Predict which catalyst facilitates the given reaction. Reactant: [CH3:1][N:2]1[CH2:7][CH2:6][N:5]([C:8]2[C:13]([CH:14]=[C:15]3[CH2:20][CH2:19][CH2:18][NH:17][C:16]3=[O:21])=[N:12][CH:11]=[CH:10][N:9]=2)[CH2:4][CH2:3]1.[H][H]. Product: [CH3:1][N:2]1[CH2:7][CH2:6][N:5]([C:8]2[C:13]([CH2:14][CH:15]3[CH2:20][CH2:19][CH2:18][NH:17][C:16]3=[O:21])=[N:12][CH:11]=[CH:10][N:9]=2)[CH2:4][CH2:3]1. The catalyst class is: 43.